Dataset: Forward reaction prediction with 1.9M reactions from USPTO patents (1976-2016). Task: Predict the product of the given reaction. Given the reactants [F:1][C:2]1[CH:3]=[C:4]([C:8](=[O:10])[CH3:9])[CH:5]=[CH:6][CH:7]=1.ClC1C=C(C2O[N:22]=[C:21]([C:24]([OH:26])=[O:25])C=2)C=CC=1F, predict the reaction product. The product is: [F:1][C:2]1[CH:3]=[C:4]([C:8]2[O:10][N:22]=[C:21]([C:24]([OH:26])=[O:25])[CH:9]=2)[CH:5]=[CH:6][CH:7]=1.